Dataset: Microsomal clearance measurements from AstraZeneca. Task: Regression/Classification. Given a drug SMILES string, predict its absorption, distribution, metabolism, or excretion properties. Task type varies by dataset: regression for continuous measurements (e.g., permeability, clearance, half-life) or binary classification for categorical outcomes (e.g., BBB penetration, CYP inhibition). For this dataset (clearance_microsome_az), we predict log10(clearance) (log10 of the in vitro intrinsic clearance, CLint, in uL/min per mg of human liver microsomal protein, equivalently mL/min/g; values are censored to the assay range of 3 to 150, which is 0.477 to 2.18 on this log10 scale). (1) The drug is COc1ccc(-c2nc3cc(C4=NNC(=O)CC4C)ccc3[nH]2)cc1. The log10(clearance) is 1.15. (2) The drug is CCOC(=O)CN(c1ccccc1C)S(=O)(=O)c1ccc(Cl)cc1. The log10(clearance) is 1.97. (3) The molecule is CCNC(=O)C[C@H]1N=C(c2ccc(Cl)cc2)c2cc(OC)ccc2-n2c(C)nnc21. The log10(clearance) is 1.06. (4) The molecule is CCOc1ccc2oc(C(=O)NC(CCSC)c3nc4ccccc4[nH]3)c(C)c2c1. The log10(clearance) is 1.57. (5) The drug is COCCC(C)n1nc(C)c(C(=O)N[C@@H](C)C(C)(C)C)c1NS(=O)(=O)c1ccc(C)cc1. The log10(clearance) is 0.590. (6) The compound is NC(=O)Nc1sc(-c2ccc(F)cc2)cc1C(N)=O. The log10(clearance) is 0.480.